Dataset: Full USPTO retrosynthesis dataset with 1.9M reactions from patents (1976-2016). Task: Predict the reactants needed to synthesize the given product. (1) Given the product [N:24]1([CH2:31][CH2:32][N:33]2[CH2:34][CH2:35][CH:36]([NH:39][C:15]([C:9]3[NH:10][C:11]4[C:7]([CH:8]=3)=[C:6]([O:5][C:4]3[CH:18]=[CH:19][CH:20]=[C:2]([F:1])[CH:3]=3)[CH:14]=[CH:13][CH:12]=4)=[O:17])[CH2:37][CH2:38]2)[CH2:30][CH2:29][CH2:28][CH2:27][CH2:26][CH2:25]1, predict the reactants needed to synthesize it. The reactants are: [F:1][C:2]1[CH:3]=[C:4]([CH:18]=[CH:19][CH:20]=1)[O:5][C:6]1[CH:14]=[CH:13][CH:12]=[C:11]2[C:7]=1[CH:8]=[C:9]([C:15]([OH:17])=O)[NH:10]2.Cl.Cl.Cl.[N:24]1([CH2:31][CH2:32][N:33]2[CH2:38][CH2:37][CH:36]([NH2:39])[CH2:35][CH2:34]2)[CH2:30][CH2:29][CH2:28][CH2:27][CH2:26][CH2:25]1. (2) Given the product [NH2:20][C:12]1[CH:11]=[C:10]([F:23])[C:9]([O:8][CH2:1][C:2]2[CH:7]=[CH:6][CH:5]=[CH:4][CH:3]=2)=[CH:19][C:13]=1[C:14]([N:16]([CH3:18])[CH3:17])=[O:15], predict the reactants needed to synthesize it. The reactants are: [CH2:1]([O:8][C:9]1[C:10]([F:23])=[CH:11][C:12]([N+:20]([O-])=O)=[C:13]([CH:19]=1)[C:14]([N:16]([CH3:18])[CH3:17])=[O:15])[C:2]1[CH:7]=[CH:6][CH:5]=[CH:4][CH:3]=1.C(O)C.O.[Cl-].[NH4+]. (3) Given the product [F:36][C:37]1[CH:46]=[C:45]2[C:40]([CH:41]=[CH:42][C:43](=[O:64])[N:44]2[CH2:48][CH2:49][N:50]2[CH2:51][CH2:52][CH:53]([NH:56][C:57](=[O:63])[O:58][C:59]([CH3:60])([CH3:61])[CH3:62])[CH2:54][CH2:55]2)=[CH:39][CH:38]=1, predict the reactants needed to synthesize it. The reactants are: FC1C=C2C(C=CC(=O)N2)=CC=1.[H-].[Na+].CS(OCCN1CCC(NC(OC(C)(C)C)=O)CC1)(=O)=O.[F:36][C:37]1[C:46](F)=[C:45]2[C:40]([CH:41]=[CH:42][C:43](=[O:64])[N:44]2[CH2:48][CH2:49][N:50]2[CH2:55][CH2:54][CH:53]([NH:56][C:57](=[O:63])[O:58][C:59]([CH3:62])([CH3:61])[CH3:60])[CH2:52][CH2:51]2)=[CH:39][CH:38]=1. (4) Given the product [Br:1][C:2]1[CH:10]=[CH:9][C:5]([C:6]([NH2:13])=[O:7])=[CH:4][N:3]=1, predict the reactants needed to synthesize it. The reactants are: [Br:1][C:2]1[CH:10]=[CH:9][C:5]([C:6](O)=[O:7])=[CH:4][N:3]=1.C(N1C=CN=C1)([N:13]1C=CN=C1)=O.N.O. (5) The reactants are: [Cl:1][C:2]1[N:7]=[CH:6][C:5]([C:8]2[S:9][CH:10]=[C:11]([C:13]([N:15]3[CH2:20][CH2:19][CH2:18]C(O)C3)=[O:14])[N:12]=2)=[C:4]([NH:22][CH:23]([CH3:25])[CH3:24])[CH:3]=1.[NH:26]1[CH2:31][CH2:30][CH2:29][CH:28](O)[CH2:27]1.N1(CCCN)CCCC[CH2:34]1. Given the product [Cl:1][C:2]1[N:7]=[CH:6][C:5]([C:8]2[S:9][C:10]([CH3:34])=[C:11]([C:13]([NH:15][CH2:20][CH2:19][CH2:18][N:26]3[CH2:31][CH2:30][CH2:29][CH2:28][CH2:27]3)=[O:14])[N:12]=2)=[C:4]([NH:22][CH:23]([CH3:24])[CH3:25])[CH:3]=1, predict the reactants needed to synthesize it.